Dataset: Forward reaction prediction with 1.9M reactions from USPTO patents (1976-2016). Task: Predict the product of the given reaction. (1) Given the reactants Cl[C:2]1[S:3][C:4]([C:13]([O:15][CH2:16][CH3:17])=[O:14])=[C:5]([C:7](=[O:12])[NH:8][CH:9]([CH3:11])[CH3:10])[N:6]=1.[CH2:18]([NH:20][C:21]([NH:23][C:24]1[CH:29]=[CH:28][C:27](B2OC(C)(C)C(C)(C)O2)=[CH:26][N:25]=1)=[O:22])[CH3:19].C(=O)([O-])[O-].[Cs+].[Cs+].O, predict the reaction product. The product is: [CH2:18]([NH:20][C:21](=[O:22])[NH:23][C:24]1[N:25]=[CH:26][C:27]([C:2]2[S:3][C:4]([C:13]([O:15][CH2:16][CH3:17])=[O:14])=[C:5]([C:7](=[O:12])[NH:8][CH:9]([CH3:11])[CH3:10])[N:6]=2)=[CH:28][CH:29]=1)[CH3:19]. (2) Given the reactants [CH2:1]([N:8]1[C@H:13]([C:14]2[CH:19]=[CH:18][CH:17]=[CH:16][CH:15]=2)[CH2:12][O:11][C@H:10]([CH2:20][OH:21])[CH2:9]1)[C:2]1[CH:7]=[CH:6][CH:5]=[CH:4][CH:3]=1.[H-].[Na+].CI.[C:26](OCC)(=O)C, predict the reaction product. The product is: [CH2:1]([N:8]1[C@H:13]([C:14]2[CH:15]=[CH:16][CH:17]=[CH:18][CH:19]=2)[CH2:12][O:11][C@H:10]([CH2:20][O:21][CH3:26])[CH2:9]1)[C:2]1[CH:3]=[CH:4][CH:5]=[CH:6][CH:7]=1. (3) The product is: [Br:8][C:6]1[CH:7]=[C:2]([NH:1][C:11](=[O:12])[N:10]([CH3:14])[CH3:9])[CH:3]=[N:4][CH:5]=1. Given the reactants [NH2:1][C:2]1[CH:3]=[N:4][CH:5]=[C:6]([Br:8])[CH:7]=1.[CH3:9][N:10]([CH3:14])[C:11](Cl)=[O:12], predict the reaction product. (4) Given the reactants C(N(CC)CC)C.[Si]([C:15]#[C:16][C:17]1[N:22]=[CH:21][C:20]([C:23]2(O)[CH2:28][CH2:27][CH:26]([CH3:29])[CH2:25][CH2:24]2)=[CH:19][C:18]=1[F:31])(C(C)(C)C)(C)C.CS(Cl)(=O)=O.CCCC[N+](CCCC)(CCCC)CCCC.[F-], predict the reaction product. The product is: [C:16]([C:17]1[C:18]([F:31])=[CH:19][C:20]([C:23]2[CH2:28][CH2:27][CH:26]([CH3:29])[CH2:25][CH:24]=2)=[CH:21][N:22]=1)#[CH:15]. (5) The product is: [CH:18]1([C:16]([NH:15][C:13]2[N:14]=[C:9]3[CH:8]=[CH:7][C:6]([O:5][C:4]4[CH:21]=[CH:22][C:23]([CH3:24])=[C:2]([NH:1][C:31]([C:27]5[CH:28]=[N:29][O:30][C:26]=5[CH3:25])=[O:32])[CH:3]=4)=[N:11][N:10]3[CH:12]=2)=[O:17])[CH2:20][CH2:19]1. Given the reactants [NH2:1][C:2]1[CH:3]=[C:4]([CH:21]=[CH:22][C:23]=1[CH3:24])[O:5][C:6]1[CH:7]=[CH:8][C:9]2[N:10]([CH:12]=[C:13]([NH:15][C:16]([CH:18]3[CH2:20][CH2:19]3)=[O:17])[N:14]=2)[N:11]=1.[CH3:25][C:26]1[O:30][N:29]=[CH:28][C:27]=1[C:31](Cl)=[O:32], predict the reaction product. (6) The product is: [C:1]([N:8]1[CH2:12][CH2:11][CH:10]([O:13][S:22]([CH3:21])(=[O:24])=[O:23])[CH2:9]1)([O:3][C:4]([CH3:7])([CH3:6])[CH3:5])=[O:2]. Given the reactants [C:1]([N:8]1[CH2:12][CH2:11][CH:10]([OH:13])[CH2:9]1)([O:3][C:4]([CH3:7])([CH3:6])[CH3:5])=[O:2].CCN(CC)CC.[CH3:21][S:22](Cl)(=[O:24])=[O:23], predict the reaction product. (7) The product is: [CH3:1][O:2][CH2:3][O:4][C:5]1[CH:6]=[CH:7][C:8]([C:11]2[C:15]([C:16]3[CH:17]=[CH:18][CH:19]=[CH:20][CH:21]=3)=[C:14]([C:22]3([CH2:25][C:31]#[N:32])[CH2:23][CH2:24]3)[O:13][N:12]=2)=[CH:9][CH:10]=1. Given the reactants [CH3:1][O:2][CH2:3][O:4][C:5]1[CH:10]=[CH:9][C:8]([C:11]2[C:15]([C:16]3[CH:21]=[CH:20][CH:19]=[CH:18][CH:17]=3)=[C:14]([C:22]3([CH2:25]OS(C)(=O)=O)[CH2:24][CH2:23]3)[O:13][N:12]=2)=[CH:7][CH:6]=1.[C-:31]#[N:32].[K+], predict the reaction product.